From a dataset of Forward reaction prediction with 1.9M reactions from USPTO patents (1976-2016). Predict the product of the given reaction. (1) Given the reactants [N:1]1([C:8]([C:10]2[CH:15]=[CH:14][C:13]([I:16])=[CH:12][CH:11]=2)=[O:9])[CH2:7][CH2:6][CH2:5][NH:4][CH2:3][CH2:2]1.[CH3:17][O:18][CH2:19][CH2:20]Br, predict the reaction product. The product is: [I:16][C:13]1[CH:14]=[CH:15][C:10]([C:8]([N:1]2[CH2:7][CH2:6][CH2:5][N:4]([CH2:20][CH2:19][O:18][CH3:17])[CH2:3][CH2:2]2)=[O:9])=[CH:11][CH:12]=1. (2) Given the reactants [Br:1][C:2]1[CH:3]=[N:4][C:5]2[N:6]([N:8]=[C:9]([C:11]([OH:13])=O)[CH:10]=2)[CH:7]=1.[CH3:14][CH:15]1[C:24]2[C:19](=[C:20]([N+:25]([O-:27])=[O:26])[CH:21]=[N:22][CH:23]=2)[CH2:18][CH2:17][NH:16]1, predict the reaction product. The product is: [Br:1][C:2]1[CH:3]=[N:4][C:5]2[N:6]([N:8]=[C:9]([C:11]([N:16]3[CH2:17][CH2:18][C:19]4[C:24](=[CH:23][N:22]=[CH:21][C:20]=4[N+:25]([O-:27])=[O:26])[CH:15]3[CH3:14])=[O:13])[CH:10]=2)[CH:7]=1. (3) The product is: [F:27][C:28]1[CH:36]=[C:35]2[C:31]([C:32]([C:37]3[CH2:38][CH2:39][N:40]([CH2:43][C:18]4[CH:17]=[C:16]5[C:15]([O:14][CH2:13][CH2:26][O:25]5)=[C:23]5[O:22][C:21]([CH3:24])=[N:20][C:19]=45)[CH2:41][CH:42]=3)=[CH:33][NH:34]2)=[CH:30][CH:29]=1. Given the reactants CC1C=CC(S(OC[C@H:13]2[CH2:26][O:25][C:16]3[CH:17]=[CH:18][C:19]4[N:20]=[C:21]([CH3:24])[O:22][C:23]=4[C:15]=3[O:14]2)(=O)=O)=CC=1.[F:27][C:28]1[CH:36]=[C:35]2[C:31]([C:32]([C:37]3[CH2:38][CH2:39][NH:40][CH2:41][CH:42]=3)=[CH:33][NH:34]2)=[CH:30][CH:29]=1.[CH3:43]S(C)=O, predict the reaction product. (4) Given the reactants [Cl-:1].[Mg+2].[Cl-].[O:4]=[C:5]([CH3:14])[CH2:6][C:7]([O:9][C:10]([CH3:13])([CH3:12])[CH3:11])=[O:8].N1C=CC=CC=1.Cl[C:22]1[CH:30]=[CH:29][CH:28]=[CH:27][C:23]=1[C:24](Cl)=[O:25], predict the reaction product. The product is: [Cl:1][C:30]1[CH:22]=[C:23]([CH:27]=[CH:28][CH:29]=1)[C:24]([CH:6]([C:5](=[O:4])[CH3:14])[C:7]([O:9][C:10]([CH3:13])([CH3:12])[CH3:11])=[O:8])=[O:25]. (5) Given the reactants [CH:1]([C:3]1[CH:4]=[C:5]([C@H:9]([O:11][C:12]([C@@H:14]2[CH2:19][CH2:18][CH2:17][N:16]([C:20](=[O:52])[C@@H:21]([NH:37][C:38](=[O:51])[C@@H:39]([NH:43][C:44](OC(C)(C)C)=[O:45])[CH:40]([CH3:42])[CH3:41])[CH2:22][C:23]3[CH:28]=[CH:27][CH:26]=[C:25]([O:29][Si:30]([C:33]([CH3:36])([CH3:35])[CH3:34])([CH3:32])[CH3:31])[CH:24]=3)[NH:15]2)=[O:13])[CH3:10])[CH:6]=[CH:7][CH:8]=1)=[CH2:2].[CH:53](N(CC)C(C)C)(C)C.C(N=C=NCCCN(C)C)C.[OH:73][C:74]1[C:82]2N=NN[C:78]=2[CH:77]=[CH:76][CH:75]=1, predict the reaction product. The product is: [CH:8]([C:3]1[CH:4]=[C:5]([C@H:9]([O:11][C:12]([C@@H:14]2[CH2:19][CH2:18][CH2:17][N:16]([C:20](=[O:52])[C@@H:21]([NH:37][C:38](=[O:51])[C@@H:39]([NH:43][C:44](=[O:45])[CH2:75][C@H:74]([O:73][CH3:53])[CH2:82][CH2:78][CH:77]=[CH2:76])[CH:40]([CH3:42])[CH3:41])[CH2:22][C:23]3[CH:28]=[CH:27][CH:26]=[C:25]([O:29][Si:30]([C:33]([CH3:34])([CH3:35])[CH3:36])([CH3:31])[CH3:32])[CH:24]=3)[NH:15]2)=[O:13])[CH3:10])[CH:6]=[CH:2][CH:1]=1)=[CH2:7]. (6) Given the reactants [H-].[Na+].[CH2:3]([O:5][C:6]1[C:11]([C:12]2([OH:23])[C:20]3[C:15](=[CH:16][CH:17]=[C:18]([I:21])[CH:19]=3)[NH:14][C:13]2=[O:22])=[CH:10][CH:9]=[CH:8][N:7]=1)[CH3:4].[CH3:24][O:25][C:26]1[CH:31]=[C:30]([O:32][CH3:33])[CH:29]=[CH:28][C:27]=1[S:34](Cl)(=[O:36])=[O:35].O, predict the reaction product. The product is: [CH3:24][O:25][C:26]1[CH:31]=[C:30]([O:32][CH3:33])[CH:29]=[CH:28][C:27]=1[S:34]([N:14]1[C:15]2[C:20](=[CH:19][C:18]([I:21])=[CH:17][CH:16]=2)[C:12]([C:11]2[C:6]([O:5][CH2:3][CH3:4])=[N:7][CH:8]=[CH:9][CH:10]=2)([OH:23])[C:13]1=[O:22])(=[O:35])=[O:36]. (7) Given the reactants CS([O:5][CH:6]1[CH2:9][N:8]([C:10]([C:12]2[O:13][C:14]([C:17]3[CH:22]=[CH:21][CH:20]=[CH:19][CH:18]=3)=[N:15][N:16]=2)=[O:11])[CH2:7]1)(=O)=O.O[C:24]1[CH:31]=[CH:30][C:27]([CH:28]=[O:29])=[CH:26][CH:25]=1.C([O-])([O-])=O.[Cs+].[Cs+].O, predict the reaction product. The product is: [C:17]1([C:14]2[O:13][C:12]([C:10]([N:8]3[CH2:9][CH:6]([O:5][C:24]4[CH:31]=[CH:30][C:27]([CH:28]=[O:29])=[CH:26][CH:25]=4)[CH2:7]3)=[O:11])=[N:16][N:15]=2)[CH:22]=[CH:21][CH:20]=[CH:19][CH:18]=1.